This data is from Full USPTO retrosynthesis dataset with 1.9M reactions from patents (1976-2016). The task is: Predict the reactants needed to synthesize the given product. (1) Given the product [Cl:20][C:15]1[CH:14]=[C:13](/[CH:12]=[CH:11]/[CH2:10][CH2:9][OH:8])[CH:18]=[CH:17][C:16]=1[Cl:19], predict the reactants needed to synthesize it. The reactants are: C([Si]([O:8][CH2:9][CH2:10]/[CH:11]=[CH:12]/[C:13]1[CH:18]=[CH:17][C:16]([Cl:19])=[C:15]([Cl:20])[CH:14]=1)(C)C)(C)(C)C.CCCC[N+](CCCC)(CCCC)CCCC.[F-]. (2) Given the product [CH3:1][N:2]([CH3:33])[C:3]1[CH:8]=[CH:7][C:6]([CH2:9][N:10]([C:24]2[CH:29]=[CH:28][C:27]([CH:30]([CH3:31])[CH3:32])=[CH:26][CH:25]=2)[C:11]([CH:13]2[C:22]3[C:17](=[C:18]([O:23][CH2:35][CH2:36][OH:37])[CH:19]=[CH:20][CH:21]=3)[CH2:16][CH2:15][CH2:14]2)=[O:12])=[CH:5][CH:4]=1, predict the reactants needed to synthesize it. The reactants are: [CH3:1][N:2]([CH3:33])[C:3]1[CH:8]=[CH:7][C:6]([CH2:9][N:10]([C:24]2[CH:29]=[CH:28][C:27]([CH:30]([CH3:32])[CH3:31])=[CH:26][CH:25]=2)[C:11]([CH:13]2[C:22]3[C:17](=[C:18]([OH:23])[CH:19]=[CH:20][CH:21]=3)[CH2:16][CH2:15][CH2:14]2)=[O:12])=[CH:5][CH:4]=1.Br[CH2:35][CH2:36][OH:37]. (3) The reactants are: CS(C)=O.Cl[C:6]1[N:7]([CH2:28][CH:29]2[CH2:31][CH2:30]2)[C:8]2[C:13]([N:14]=1)=[C:12]([N:15]1[CH2:20][CH2:19][O:18][CH2:17][CH2:16]1)[N:11]=[C:10]([C:21]1[CH:22]=[N:23][C:24]([NH2:27])=[N:25][CH:26]=1)[N:9]=2.[NH:32]1[CH2:37][CH2:36][NH:35][CH2:34][CH2:33]1. Given the product [CH:29]1([CH2:28][N:7]2[C:6]([N:32]3[CH2:37][CH2:36][NH:35][CH2:34][CH2:33]3)=[N:14][C:13]3[C:8]2=[N:9][C:10]([C:21]2[CH:22]=[N:23][C:24]([NH2:27])=[N:25][CH:26]=2)=[N:11][C:12]=3[N:15]2[CH2:20][CH2:19][O:18][CH2:17][CH2:16]2)[CH2:31][CH2:30]1, predict the reactants needed to synthesize it.